This data is from Blood-brain barrier penetration binary classification data from Martins et al.. The task is: Regression/Classification. Given a drug SMILES string, predict its absorption, distribution, metabolism, or excretion properties. Task type varies by dataset: regression for continuous measurements (e.g., permeability, clearance, half-life) or binary classification for categorical outcomes (e.g., BBB penetration, CYP inhibition). Dataset: bbb_martins. (1) The drug is CC(C)c1cccc(C(C)C)c1O. The result is 1 (penetrates BBB). (2) The compound is COC(F)(F)C(Cl)Cl. The result is 1 (penetrates BBB). (3) The drug is CN1CC[C@]23c4c5ccc(O)c4O[C@H]2C(=O)CC[C@@]3(O)[C@H]1C5. The result is 1 (penetrates BBB). (4) The result is 1 (penetrates BBB). The molecule is C[C@]12C[C@H](O)[C@@]3(F)[C@@H](CCC4=CC(=O)CC[C@@]43C)[C@@H]1CC[C@]2(O)C(=O)CO. (5) The compound is CCN(CC)CCOC1(c2ccc(Cl)cc2)CCCCC1. The result is 1 (penetrates BBB). (6) The compound is C[NH+]O.Cc1oc(C(C)(C)N(C(C)(C)N)C(C)(C)N)c(C)c1C.[OH-]. The result is 1 (penetrates BBB).